Predict the reactants needed to synthesize the given product. From a dataset of Full USPTO retrosynthesis dataset with 1.9M reactions from patents (1976-2016). (1) Given the product [Br:18][CH2:19][CH2:20][CH2:21][N:12]1[C:11]([O:15][CH3:16])=[N:10][C:9]2[C:13]1=[N:14][C:6]([O:5][CH2:1][CH2:2][CH2:3][CH3:4])=[N:7][C:8]=2[NH2:17], predict the reactants needed to synthesize it. The reactants are: [CH2:1]([O:5][C:6]1[N:14]=[C:13]2[C:9]([NH:10][C:11]([O:15][CH3:16])=[N:12]2)=[C:8]([NH2:17])[N:7]=1)[CH2:2][CH2:3][CH3:4].[Br:18][CH2:19][CH2:20][CH:21](Br)C.C(=O)([O-])[O-].[K+].[K+].O. (2) Given the product [C:1]1([CH2:7][N:8]2[CH2:9][CH2:10][CH:11]([CH2:14][CH2:15][C:16]([C:18]3[NH:19][C:20]4[C:25]([CH:26]=3)=[CH:24][C:23]([N+:27]([O-:29])=[O:28])=[CH:22][CH:21]=4)=[O:17])[CH2:12][CH2:13]2)[CH:6]=[CH:5][CH:4]=[CH:3][CH:2]=1, predict the reactants needed to synthesize it. The reactants are: [C:1]1([CH2:7][N:8]2[CH2:13][CH2:12][CH:11]([CH2:14][CH2:15][C:16]([C:18]3[N:19](S(C4C=CC=CC=4)(=O)=O)[C:20]4[C:25]([CH:26]=3)=[CH:24][C:23]([N+:27]([O-:29])=[O:28])=[CH:22][CH:21]=4)=[O:17])[CH2:10][CH2:9]2)[CH:6]=[CH:5][CH:4]=[CH:3][CH:2]=1. (3) The reactants are: FC1C=CC([C:8]([C:10]2[CH:11]=[N:12][CH:13]=[C:14]([C@@H:16]3[CH2:20][CH2:19][CH2:18][N:17]3[C@@H](C3C=CC(OC)=CC=3)C)[CH:15]=2)=[O:9])=CC=1. Given the product [NH:17]1[CH2:18][CH2:19][CH2:20][C@H:16]1[C:14]1[CH:15]=[C:10]([CH:8]=[O:9])[CH:11]=[N:12][CH:13]=1, predict the reactants needed to synthesize it. (4) Given the product [CH3:22][C:21]1[C:16]([N:13]2[CH2:14][CH2:15][N:10]([C:8]([C:5]3[CH:4]=[CH:3][C:2]([NH:28][C:26](=[O:27])[N:25]([CH3:29])[CH3:24])=[N:7][CH:6]=3)=[O:9])[CH2:11][CH2:12]2)=[N:17][CH:18]=[C:19]([CH3:23])[CH:20]=1, predict the reactants needed to synthesize it. The reactants are: Br[C:2]1[N:7]=[CH:6][C:5]([C:8]([N:10]2[CH2:15][CH2:14][N:13]([C:16]3[C:21]([CH3:22])=[CH:20][C:19]([CH3:23])=[CH:18][N:17]=3)[CH2:12][CH2:11]2)=[O:9])=[CH:4][CH:3]=1.[CH3:24][N:25]([CH3:29])[C:26]([NH2:28])=[O:27].